From a dataset of Forward reaction prediction with 1.9M reactions from USPTO patents (1976-2016). Predict the product of the given reaction. (1) Given the reactants CCN(CC)CC.[NH2:8][C@@H:9]1[C:17]2[C:12](=[CH:13][CH:14]=[CH:15][CH:16]=2)[CH2:11][C@H:10]1[NH:18][C:19]([C:21]1[NH:25][C:24]2[S:26][C:27]([Cl:29])=[CH:28][C:23]=2[CH:22]=1)=[O:20].[Cl:30][CH2:31][C:32](Cl)=[O:33].C([O-])(O)=O.[Na+], predict the reaction product. The product is: [Cl:29][C:27]1[S:26][C:24]2[NH:25][C:21]([C:19]([NH:18][C@@H:10]3[CH2:11][C:12]4[C:17](=[CH:16][CH:15]=[CH:14][CH:13]=4)[C@H:9]3[NH:8][C:32](=[O:33])[CH2:31][Cl:30])=[O:20])=[CH:22][C:23]=2[CH:28]=1. (2) Given the reactants [Cl:1][C:2]1[CH:7]=[CH:6][C:5]([N:8]2[C:16]([CH:17]([CH:21]3[CH2:26][CH2:25][CH2:24][CH2:23][CH2:22]3)[C:18]([OH:20])=O)=[C:15]3[C:10]([CH:11]=[CH:12][CH:13]=[CH:14]3)=[N:9]2)=[CH:4][CH:3]=1.S(Cl)(Cl)=O.[CH2:31]([O:33][C:34](=[O:43])[C:35]1[CH:40]=[CH:39][C:38]([NH2:41])=[C:37]([F:42])[CH:36]=1)[CH3:32], predict the reaction product. The product is: [CH2:31]([O:33][C:34](=[O:43])[C:35]1[CH:40]=[CH:39][C:38]([NH:41][C:18](=[O:20])[CH:17]([C:16]2[N:8]([C:5]3[CH:6]=[CH:7][C:2]([Cl:1])=[CH:3][CH:4]=3)[N:9]=[C:10]3[C:15]=2[CH:14]=[CH:13][CH:12]=[CH:11]3)[CH:21]2[CH2:22][CH2:23][CH2:24][CH2:25][CH2:26]2)=[C:37]([F:42])[CH:36]=1)[CH3:32]. (3) Given the reactants [CH2:1]([O:8][C@@H:9]1[C@@H:17]([CH:18]([OH:20])[CH3:19])[O:16][C@H:15]2[C@H:11]([N:12]=[C:13]([N:21]([CH3:29])[C:22](=[O:28])[O:23][C:24]([CH3:27])([CH3:26])[CH3:25])[S:14]2)[CH2:10]1)[C:2]1[CH:7]=[CH:6][CH:5]=[CH:4][CH:3]=1, predict the reaction product. The product is: [C:18]([C@H:17]1[O:16][C@H:15]2[C@H:11]([N:12]=[C:13]([N:21]([CH3:29])[C:22](=[O:28])[O:23][C:24]([CH3:26])([CH3:27])[CH3:25])[S:14]2)[CH2:10][C@@H:9]1[O:8][CH2:1][C:2]1[CH:3]=[CH:4][CH:5]=[CH:6][CH:7]=1)(=[O:20])[CH3:19]. (4) Given the reactants Cl[C:2]1[N:3]=[N:4][C:5]([C:8]2[CH:13]=[CH:12][CH:11]=[CH:10][CH:9]=2)=[CH:6][CH:7]=1.[Cl-].C(C1C=CC=C(C(C)C)C=1[N+:27]1[CH:31]=[CH:30][N:29]([C:32]2[C:37]([CH:38](C)C)=[CH:36][CH:35]=[CH:34]C=2C(C)C)[CH:28]=1)(C)C.CC(C)([O-])C.[Na+], predict the reaction product. The product is: [C:8]1([C:5]2[N:4]=[N:3][C:2]([N:27]3[CH2:38][CH:37]4[CH2:32][N:29]5[CH2:28][CH:35]([CH2:34][CH:31]3[CH2:30]5)[CH2:36]4)=[CH:7][CH:6]=2)[CH:13]=[CH:12][CH:11]=[CH:10][CH:9]=1. (5) Given the reactants [NH2:1][C:2]1[CH:19]=[CH:18][C:5]2[CH2:6][CH2:7][N:8]([CH2:11][C@@H:12]([OH:17])[C:13]([F:16])([F:15])[F:14])[CH2:9][CH2:10][C:4]=2[CH:3]=1.Cl[C:21]1[N:26]=[C:25]([NH:27][C:28]2[CH:33]=[CH:32][C:31]([N:34]3[CH2:39][CH2:38][O:37][CH2:36][CH2:35]3)=[CH:30][C:29]=2[O:40][CH3:41])[C:24]([Cl:42])=[CH:23][N:22]=1, predict the reaction product. The product is: [Cl:42][C:24]1[C:25]([NH:27][C:28]2[CH:33]=[CH:32][C:31]([N:34]3[CH2:35][CH2:36][O:37][CH2:38][CH2:39]3)=[CH:30][C:29]=2[O:40][CH3:41])=[N:26][C:21]([NH:1][C:2]2[CH:19]=[CH:18][C:5]3[CH2:6][CH2:7][N:8]([CH2:11][C@@H:12]([OH:17])[C:13]([F:16])([F:14])[F:15])[CH2:9][CH2:10][C:4]=3[CH:3]=2)=[N:22][CH:23]=1. (6) Given the reactants [NH2:1][C:2]1[CH:7]=[CH:6][CH:5]=[CH:4][N:3]=1.C(N(CC)CC)C.[F:15][C:16]([F:21])([F:20])[C:17](O)=[O:18].O, predict the reaction product. The product is: [F:15][C:16]([F:21])([F:20])[C:17]([N:1]=[C:2]1[CH:7]=[CH:6][CH:5]=[CH:4][NH:3]1)=[O:18]. (7) The product is: [CH3:33][N:28]1[CH2:29][CH2:30][CH2:31][CH2:32]1.[NH2:1][C@H:2]([C:4]([NH:6][CH2:7][C:8]([NH2:10])=[O:9])=[O:5])[CH3:3]. Given the reactants [NH2:1][C@H:2]([C:4]([NH:6][CH2:7][C:8]([NH:10]C(OCC1C2C(=CC=CC=2)C2C1=CC=CC=2)=O)=[O:9])=[O:5])[CH3:3].[NH:28]1[CH2:33][CH2:32][CH2:31][CH2:30][CH2:29]1, predict the reaction product. (8) Given the reactants Cl[C:2]1[C:11]2[C:6](=[C:7]([O:14][CH3:15])[C:8]([O:12][CH3:13])=[CH:9][CH:10]=2)[N:5]=[CH:4][N:3]=1.Cl.[CH2:17]([C:19]1([NH2:24])[CH2:23][CH2:22][O:21][CH2:20]1)[CH3:18].CCN(C(C)C)C(C)C.O, predict the reaction product. The product is: [CH2:17]([C:19]1([NH:24][C:2]2[C:11]3[C:6](=[C:7]([O:14][CH3:15])[C:8]([O:12][CH3:13])=[CH:9][CH:10]=3)[N:5]=[CH:4][N:3]=2)[CH2:23][CH2:22][O:21][CH2:20]1)[CH3:18]. (9) Given the reactants [CH2:1]([C@H:8]([NH:21][C:22]([C:24]1[N:25]=[N:26][N:27]([CH2:29][CH2:30][NH:31][C:32](=[O:45])[C:33]2[CH:38]=[CH:37][C:36]([O:39][CH3:40])=[C:35]([O:41][CH3:42])[C:34]=2[O:43][CH3:44])[CH:28]=1)=[O:23])[CH:9]([C:11](=[O:20])[NH:12][CH2:13][C:14]1[CH:19]=[CH:18][CH:17]=[CH:16][CH:15]=1)[OH:10])[C:2]1[CH:7]=[CH:6][CH:5]=[CH:4][CH:3]=1.CC(OI1(OC(C)=O)(OC(C)=O)OC(=O)C2C=CC=CC1=2)=O, predict the reaction product. The product is: [CH2:1]([C@H:8]([NH:21][C:22]([C:24]1[N:25]=[N:26][N:27]([CH2:29][CH2:30][NH:31][C:32](=[O:45])[C:33]2[CH:38]=[CH:37][C:36]([O:39][CH3:40])=[C:35]([O:41][CH3:42])[C:34]=2[O:43][CH3:44])[CH:28]=1)=[O:23])[C:9]([C:11](=[O:20])[NH:12][CH2:13][C:14]1[CH:15]=[CH:16][CH:17]=[CH:18][CH:19]=1)=[O:10])[C:2]1[CH:7]=[CH:6][CH:5]=[CH:4][CH:3]=1. (10) Given the reactants [NH2:1][C:2]1[C:10]([NH2:11])=[C:9]([O:12][CH3:13])[CH:8]=[CH:7][C:3]=1[C:4]([OH:6])=[O:5].COC(C1C2N=C(N)[NH:23][C:22]=2C=CC=1)=O.BrC#N, predict the reaction product. The product is: [NH2:23][C:22]1[NH:11][C:10]2[C:9]([O:12][CH3:13])=[CH:8][CH:7]=[C:3]([C:4]([OH:6])=[O:5])[C:2]=2[N:1]=1.